From a dataset of Forward reaction prediction with 1.9M reactions from USPTO patents (1976-2016). Predict the product of the given reaction. (1) Given the reactants [CH3:1][N:2]([CH3:20])[CH2:3][CH2:4][N:5]1[C:14]2[C:9](=[CH:10][C:11]([N+:16]([O-])=O)=[CH:12][C:13]=2[F:15])[CH2:8][CH2:7][C:6]1=[O:19].C(O)C.[H][H], predict the reaction product. The product is: [NH2:16][C:11]1[CH:10]=[C:9]2[C:14](=[C:13]([F:15])[CH:12]=1)[N:5]([CH2:4][CH2:3][N:2]([CH3:1])[CH3:20])[C:6](=[O:19])[CH2:7][CH2:8]2. (2) Given the reactants [N:1]1[CH:6]=[CH:5][CH:4]=[CH:3][C:2]=1[C:7]1[N:11]=[C:10]([C:12]2[CH:17]=[C:16]([C:18]([O:20][CH3:21])=[O:19])[CH:15]=[C:14](I)[CH:13]=2)[O:9][N:8]=1.[CH3:23][N:24](C)C=O, predict the reaction product. The product is: [N:1]1[CH:6]=[CH:5][CH:4]=[CH:3][C:2]=1[C:7]1[N:11]=[C:10]([C:12]2[CH:17]=[C:16]([C:18]([O:20][CH3:21])=[O:19])[CH:15]=[C:14]([C:23]#[N:24])[CH:13]=2)[O:9][N:8]=1.